Task: Predict the reaction yield, written as a fraction of the theoretical maximum amount of product (1.0 means a 100% yield; for example, 0.34 means a 34% yield).. Dataset: Reaction yield outcomes from USPTO patents with 853,638 reactions The reactants are [C:1]([N:6]1[C:11](=[O:12])[CH:10]2[CH2:13][CH:7]1[CH:8]=[CH:9]2)(=[O:5])[CH2:2][CH2:3][CH3:4].[BH4-].[Na+].S(=O)(=O)(O)O.C(OCC)(=O)C. The catalyst is C(O)C. The product is [C:1]([NH:6][CH:7]1[CH2:13][CH:10]([CH2:11][OH:12])[CH:9]=[CH:8]1)(=[O:5])[CH2:2][CH2:3][CH3:4]. The yield is 0.800.